This data is from Forward reaction prediction with 1.9M reactions from USPTO patents (1976-2016). The task is: Predict the product of the given reaction. (1) Given the reactants [OH:1][C:2]1[CH:3]=[CH:4][C:5]([C:9]([O:11][CH3:12])=[O:10])=[N:6][C:7]=1I.[CH3:13][Si:14]([C:17]#[CH:18])([CH3:16])[CH3:15], predict the reaction product. The product is: [CH3:13][Si:14]([CH3:16])([CH3:15])[C:17]1[O:1][C:2]2[C:7](=[N:6][C:5]([C:9]([O:11][CH3:12])=[O:10])=[CH:4][CH:3]=2)[CH:18]=1. (2) Given the reactants C([N:9]([C:13]#[N:14])[C:10]([NH2:12])=[NH:11])CCCCCCC.[C:15]1([CH2:21][CH2:22][NH2:23])[CH:20]=[CH:19][CH:18]=[CH:17][CH:16]=1.[ClH:24].[C:25](OCC)(=O)C.[C:31]1([CH3:38])[C:32]([CH3:37])=[CH:33][CH:34]=[CH:35][CH:36]=1, predict the reaction product. The product is: [ClH:24].[CH2:38]([NH:12][C:10](=[NH:11])[NH:9][C:13](=[NH:14])[N:23]([CH3:25])[CH2:22][CH2:21][C:15]1[CH:20]=[CH:19][CH:18]=[CH:17][CH:16]=1)[CH2:31][CH2:36][CH2:35][CH2:34][CH2:33][CH2:32][CH3:37]. (3) Given the reactants [S:1]1[CH:5]=[CH:4][CH:3]=[C:2]1[Mg]Br.[CH3:8][N:9]([CH3:32])[C:10]1(C#N)[CH2:15][CH2:14][CH:13]([CH:16]([O:24][CH:25]([O:27][CH2:28][CH3:29])[CH3:26])[CH2:17][C:18]2[CH:23]=[CH:22][CH:21]=[CH:20][CH:19]=2)[CH2:12][CH2:11]1.O.[Cl-].[NH4+], predict the reaction product. The product is: [CH2:28]([O:27][CH:25]([O:24][CH:16]([CH:13]1[CH2:14][CH2:15][C:10]([N:9]([CH3:32])[CH3:8])([C:2]2[S:1][CH:5]=[CH:4][CH:3]=2)[CH2:11][CH2:12]1)[CH2:17][C:18]1[CH:19]=[CH:20][CH:21]=[CH:22][CH:23]=1)[CH3:26])[CH3:29].